Dataset: Full USPTO retrosynthesis dataset with 1.9M reactions from patents (1976-2016). Task: Predict the reactants needed to synthesize the given product. (1) Given the product [CH:36]1([NH:32][C:23]([C:15]2[C:16]3[O:20][C:19]([CH3:22])([CH3:21])[CH2:18][C:17]=3[C:11]3[NH:10][C:9]([NH:8][C:7]4[C:2]([Cl:1])=[CH:3][N:4]=[CH:5][C:6]=4[Cl:26])=[N:13][C:12]=3[CH:14]=2)=[O:25])[CH2:37][CH2:38][CH2:39][CH2:40][CH2:35]1, predict the reactants needed to synthesize it. The reactants are: [Cl:1][C:2]1[CH:3]=[N:4][CH:5]=[C:6]([Cl:26])[C:7]=1[NH:8][C:9]1[NH:10][C:11]2[C:17]3[CH2:18][C:19]([CH3:22])([CH3:21])[O:20][C:16]=3[C:15]([C:23]([OH:25])=O)=[CH:14][C:12]=2[N:13]=1.F[B-](F)(F)F.[N:32]1(OC(N(C)C)=[N+](C)C)[C:36]2[CH:37]=[CH:38][CH:39]=[CH:40][C:35]=2N=N1.CN1CCOCC1.C1(N)CCCCC1. (2) Given the product [CH2:24]([N:23]([C@H:6]([CH2:5][OH:4])[CH2:7][C:8]1[CH:9]=[CH:10][C:11]([N:14]([CH3:48])[C:15](=[O:22])[C:16]2[CH:21]=[CH:20][CH:19]=[CH:18][CH:17]=2)=[CH:12][CH:13]=1)[CH2:31][C@H:32]([OH:41])[CH2:33][O:34][C:35]1[CH:40]=[CH:39][CH:38]=[CH:37][CH:36]=1)[C:25]1[CH:30]=[CH:29][CH:28]=[CH:27][CH:26]=1, predict the reactants needed to synthesize it. The reactants are: C([O:4][CH2:5][C@@H:6]([N:23]([CH2:31][C@H:32]([O:41]C(=O)C)[CH2:33][O:34][C:35]1[CH:40]=[CH:39][CH:38]=[CH:37][CH:36]=1)[CH2:24][C:25]1[CH:30]=[CH:29][CH:28]=[CH:27][CH:26]=1)[CH2:7][C:8]1[CH:13]=[CH:12][C:11]([NH:14][C:15](=[O:22])[C:16]2[CH:21]=[CH:20][CH:19]=[CH:18][CH:17]=2)=[CH:10][CH:9]=1)(=O)C.[H-].[Na+].I[CH3:48]. (3) Given the product [NH:1]([C:31]([O:33][CH2:34][CH:35]1[C:36]2[C:41](=[CH:40][CH:39]=[CH:38][CH:37]=2)[C:42]2[C:47]1=[CH:46][CH:45]=[CH:44][CH:43]=2)=[O:32])[C@H:2]([C:10]([NH:12][CH2:13][C:14]([NH:16][CH2:17][CH2:18][CH2:19][CH2:20][CH2:21][CH2:22][NH2:23])=[O:15])=[O:11])[CH2:3][C:4]1[CH:5]=[CH:6][CH:7]=[CH:8][CH:9]=1.[F:48][C:49]([C:50]([OH:52])=[O:51])([F:54])[F:53], predict the reactants needed to synthesize it. The reactants are: [NH:1]([C:31]([O:33][CH2:34][CH:35]1[C:47]2[C:42](=[CH:43][CH:44]=[CH:45][CH:46]=2)[C:41]2[C:36]1=[CH:37][CH:38]=[CH:39][CH:40]=2)=[O:32])[C@H:2]([C:10]([NH:12][CH2:13][C:14]([NH:16][CH2:17][CH2:18][CH2:19][CH2:20][CH2:21][CH2:22][NH:23]C(OC(C)(C)C)=O)=[O:15])=[O:11])[CH2:3][C:4]1[CH:9]=[CH:8][CH:7]=[CH:6][CH:5]=1.[F:48][C:49]([F:54])([F:53])[C:50]([OH:52])=[O:51]. (4) Given the product [CH2:9]([O:8][C:2]([C:3]1[C:13]([C:14]2[CH:19]=[CH:18][CH:17]=[C:16]([Cl:20])[CH:15]=2)=[N:12][O:5][C:4]=1[CH3:6])=[O:7])[CH3:10], predict the reactants needed to synthesize it. The reactants are: [Na].[C:2]([O:8][CH2:9][CH3:10])(=[O:7])[CH2:3][C:4]([CH3:6])=[O:5].O/[N:12]=[C:13](\Cl)/[C:14]1[CH:19]=[CH:18][CH:17]=[C:16]([Cl:20])[CH:15]=1. (5) Given the product [CH:1]([O:4][C:5]1[CH:6]=[CH:7][C:8]([C:9]2[O:11][N:48]=[C:39]([C:40]3[CH:45]=[CH:44][C:43]([CH2:46][OH:47])=[CH:42][CH:41]=3)[N:38]=2)=[CH:12][CH:13]=1)([CH3:2])[CH3:3], predict the reactants needed to synthesize it. The reactants are: [CH:1]([O:4][C:5]1[CH:13]=[CH:12][C:8]([C:9]([OH:11])=O)=[CH:7][CH:6]=1)([CH3:3])[CH3:2].Cl.CN(C)CCCN=C=NCC.O.ON1C2C=CC=CC=2N=N1.O[NH:38][C:39](=[NH:48])[C:40]1[CH:45]=[CH:44][C:43]([CH2:46][OH:47])=[CH:42][CH:41]=1. (6) Given the product [C:1]([O:5][N:6]=[C:7]([CH2:9][O:10][CH2:11][CH2:12][CH2:13][CH2:14][CH2:15][O:16][C:17]1[C:18]([Cl:33])=[CH:19][C:20]([OH:24])=[CH:21][C:22]=1[Cl:23])[CH3:8])([CH3:2])([CH3:3])[CH3:4], predict the reactants needed to synthesize it. The reactants are: [C:1]([O:5][N:6]=[C:7]([CH2:9][O:10][CH2:11][CH2:12][CH2:13][CH2:14][CH2:15][O:16][C:17]1[C:22]([Cl:23])=[CH:21][C:20]([O:24]C(=O)C2C=CC=CC=2)=[CH:19][C:18]=1[Cl:33])[CH3:8])([CH3:4])([CH3:3])[CH3:2].[OH-].[K+].Cl. (7) Given the product [Cl:1][C:2]1[C:7]([C:36]#[N:37])=[CH:6][N:5]=[C:4]2[N:8]([Si:11]([CH:15]([CH3:17])[CH3:16])([CH:18]([CH3:20])[CH3:19])[CH:12]([CH3:13])[CH3:14])[CH:9]=[CH:10][C:3]=12, predict the reactants needed to synthesize it. The reactants are: [Cl:1][C:2]1[CH:7]=[CH:6][N:5]=[C:4]2[N:8]([Si:11]([CH:18]([CH3:20])[CH3:19])([CH:15]([CH3:17])[CH3:16])[CH:12]([CH3:14])[CH3:13])[CH:9]=[CH:10][C:3]=12.C([Li])(CC)C.CC1C=CC(S([C:36]#[N:37])(=O)=O)=CC=1.